The task is: Predict the product of the given reaction.. This data is from Forward reaction prediction with 1.9M reactions from USPTO patents (1976-2016). (1) Given the reactants CO[C:3]([C:5]1[N:6]=[CH:7][C:8]2[C:9](=[O:27])[N:10]([CH2:16][C:17]3[CH:22]=[CH:21][C:20]([O:23][CH3:24])=[CH:19][C:18]=3[O:25][CH3:26])[CH:11]=[CH:12][C:13]=2[C:14]=1[OH:15])=[O:4].[NH2:28][CH2:29][CH2:30][C:31]([OH:33])=[O:32].C[O-].[Na+], predict the reaction product. The product is: [CH3:26][O:25][C:18]1[CH:19]=[C:20]([O:23][CH3:24])[CH:21]=[CH:22][C:17]=1[CH2:16][N:10]1[C:9](=[O:27])[C:8]2[CH:7]=[N:6][C:5]([C:3]([NH:28][CH2:29][CH2:30][C:31]([OH:33])=[O:32])=[O:4])=[C:14]([OH:15])[C:13]=2[CH:12]=[CH:11]1. (2) Given the reactants C[O-].[Na+].[C:4]1([SH:10])[CH:9]=[CH:8][CH:7]=[CH:6][CH:5]=1.[C@@H:11]1([N:18]2[CH:26]=[N:25][C:24]3[C:19]2=[N:20][C:21]([O:34][CH:35]2[CH2:39][CH2:38][CH2:37][CH2:36]2)=[N:22][C:23]=3[NH:27]C(=O)C(C)(C)C)[O:16][C@H:15]([CH3:17])[C@H:13]2[O:14][C@@H:12]12, predict the reaction product. The product is: [CH:35]1([O:34][C:21]2[N:20]=[C:19]3[C:24]([N:25]=[CH:26][N:18]3[C@@H:11]3[O:16][C@H:15]([CH3:17])[C@H:13]([S:10][C:4]4[CH:9]=[CH:8][CH:7]=[CH:6][CH:5]=4)[C@H:12]3[OH:14])=[C:23]([NH2:27])[N:22]=2)[CH2:36][CH2:37][CH2:38][CH2:39]1.